Dataset: Reaction yield outcomes from USPTO patents with 853,638 reactions. Task: Predict the reaction yield, written as a fraction of the theoretical maximum amount of product (1.0 means a 100% yield; for example, 0.34 means a 34% yield). (1) The reactants are [C:1]([O:5][C:6]([N:8]1[CH2:13][CH2:12][CH:11]([NH:14][CH:15]([CH2:18][C:19]2[CH:24]=[CH:23][C:22]([Cl:25])=[CH:21][CH:20]=2)[CH2:16][OH:17])[CH2:10][CH2:9]1)=[O:7])([CH3:4])([CH3:3])[CH3:2].C(N(CC)CC)C.[C:33](C1NC=CN=1)(C1NC=CN=1)=[O:34]. The catalyst is C(Cl)Cl. The product is [C:1]([O:5][C:6]([N:8]1[CH2:13][CH2:12][CH:11]([N:14]2[CH:15]([CH2:18][C:19]3[CH:20]=[CH:21][C:22]([Cl:25])=[CH:23][CH:24]=3)[CH2:16][O:17][C:33]2=[O:34])[CH2:10][CH2:9]1)=[O:7])([CH3:4])([CH3:2])[CH3:3]. The yield is 0.800. (2) The reactants are [Li+].[BH4-].[OH-].[Na+].C(OC(C)C)(=O)C.[CH3:12][C:13]1([CH3:26])[C@:17]2([CH2:21][S:22]([OH:25])(=[O:24])=[O:23])[C:18]([CH2:20][CH:14]1[CH2:15][CH2:16]2)=[O:19].[N:27]1(O)CCCCC1. The catalyst is C1COCC1.CC(O)C.C(O)C. The product is [CH3:13][C@H:14]1[NH:27][CH2:21][C@H:17]([CH2:18][OH:19])[CH2:16][CH2:15]1.[CH3:12][C:13]1([CH3:26])[C:17]2([CH2:21][S:22]([OH:25])(=[O:24])=[O:23])[C:18]([CH2:20][CH:14]1[CH2:15][CH2:16]2)=[O:19]. The yield is 0.470.